From a dataset of Full USPTO retrosynthesis dataset with 1.9M reactions from patents (1976-2016). Predict the reactants needed to synthesize the given product. (1) Given the product [Cl:52][C:45]1[N:46]=[C:47]([CH3:51])[N:48]=[C:49]([O:1][CH2:2][CH2:3][O:4][CH:5]2[CH:10]([C:11]3[CH:12]=[CH:13][C:14]([O:17][CH2:18][CH2:19][CH2:20][O:21][CH2:22][C:23]4[CH:28]=[CH:27][CH:26]=[CH:25][C:24]=4[O:29][CH3:30])=[CH:15][CH:16]=3)[CH2:9][CH2:8][N:7]([C:31]([O:33][C:34]([CH3:37])([CH3:36])[CH3:35])=[O:32])[CH2:6]2)[C:44]=1[CH2:43][C:42]([O:41][CH3:40])=[O:53], predict the reactants needed to synthesize it. The reactants are: [OH:1][CH2:2][CH2:3][O:4][CH:5]1[CH:10]([C:11]2[CH:16]=[CH:15][C:14]([O:17][CH2:18][CH2:19][CH2:20][O:21][CH2:22][C:23]3[CH:28]=[CH:27][CH:26]=[CH:25][C:24]=3[O:29][CH3:30])=[CH:13][CH:12]=2)[CH2:9][CH2:8][N:7]([C:31]([O:33][C:34]([CH3:37])([CH3:36])[CH3:35])=[O:32])[CH2:6]1.[H-].[Na+].[CH3:40][O:41][C:42](=[O:53])[CH2:43][C:44]1[C:45]([Cl:52])=[N:46][C:47]([CH3:51])=[N:48][C:49]=1Cl.O. (2) Given the product [CH:23]1([CH:28]([N:1]2[CH:5]=[C:4]([C:6]3[C:7]4[CH:14]=[CH:13][N:12]([CH2:15][O:16][CH2:17][CH2:18][Si:19]([CH3:22])([CH3:21])[CH3:20])[C:8]=4[N:9]=[CH:10][N:11]=3)[CH:3]=[N:2]2)[CH2:29][C:30]([O:32][CH3:33])=[O:31])[CH2:27][CH2:26][CH2:25][CH2:24]1, predict the reactants needed to synthesize it. The reactants are: [NH:1]1[CH:5]=[C:4]([C:6]2[C:7]3[CH:14]=[CH:13][N:12]([CH2:15][O:16][CH2:17][CH2:18][Si:19]([CH3:22])([CH3:21])[CH3:20])[C:8]=3[N:9]=[CH:10][N:11]=2)[CH:3]=[N:2]1.[CH:23]1(/[CH:28]=[CH:29]/[C:30]([O:32][CH3:33])=[O:31])[CH2:27][CH2:26][CH2:25][CH2:24]1.C1CCN2C(=NCCC2)CC1. (3) The reactants are: CCN=C=[N:5][CH2:6][CH2:7][CH2:8][N:9]([CH3:11])C.C([N:14]([CH:18](C)C)C(C)C)C.[CH2:21]=[C:22]1[CH2:25][CH:24]([C:26]([OH:28])=O)[CH2:23]1.C(Cl)[Cl:30]. Given the product [Cl:30][C:8]1[C:7]([CH2:6][NH:5][C:26]([CH:24]2[CH2:23][C:22](=[CH2:21])[CH2:25]2)=[O:28])=[N:14][CH:18]=[CH:11][N:9]=1, predict the reactants needed to synthesize it.